From a dataset of Full USPTO retrosynthesis dataset with 1.9M reactions from patents (1976-2016). Predict the reactants needed to synthesize the given product. Given the product [C:22]([C:3]1[C:2]([NH:7][C:8](=[O:13])[C:9]([CH3:10])([CH3:12])[CH3:11])=[N:1][CH:6]=[CH:5][CH:4]=1)(=[O:24])[CH3:23], predict the reactants needed to synthesize it. The reactants are: [N:1]1[CH:6]=[CH:5][CH:4]=[CH:3][C:2]=1[NH:7][C:8](=[O:13])[C:9]([CH3:12])([CH3:11])[CH3:10].[Li]CCCC.CON(C)[C:22](=[O:24])[CH3:23].